This data is from NCI-60 drug combinations with 297,098 pairs across 59 cell lines. The task is: Regression. Given two drug SMILES strings and cell line genomic features, predict the synergy score measuring deviation from expected non-interaction effect. Drug 1: CCC1=CC2CC(C3=C(CN(C2)C1)C4=CC=CC=C4N3)(C5=C(C=C6C(=C5)C78CCN9C7C(C=CC9)(C(C(C8N6C)(C(=O)OC)O)OC(=O)C)CC)OC)C(=O)OC.C(C(C(=O)O)O)(C(=O)O)O. Drug 2: C1=CC=C(C=C1)NC(=O)CCCCCCC(=O)NO. Cell line: SNB-19. Synergy scores: CSS=15.0, Synergy_ZIP=-1.89, Synergy_Bliss=-4.37, Synergy_Loewe=-15.9, Synergy_HSA=-4.07.